From a dataset of Full USPTO retrosynthesis dataset with 1.9M reactions from patents (1976-2016). Predict the reactants needed to synthesize the given product. (1) The reactants are: [F:1][C:2]1[CH:3]=[C:4]([CH:6]=[CH:7][C:8]=1[O:9][C:10]1[C:19]2[C:14](=[CH:15][C:16]([O:22][CH2:23][CH2:24][CH2:25][N:26]3[CH2:31][CH2:30][O:29][CH2:28][CH2:27]3)=[C:17]([O:20][CH3:21])[CH:18]=2)[N:13]=[CH:12][CH:11]=1)[NH2:5].[CH2:32]([N:39]1[CH:44]=[CH:43][CH:42]=[C:41]([C:45](O)=[O:46])[C:40]1=[O:48])[C:33]1[CH:38]=[CH:37][CH:36]=[CH:35][CH:34]=1. Given the product [CH2:32]([N:39]1[CH:44]=[CH:43][CH:42]=[C:41]([C:45]([NH:5][C:4]2[CH:6]=[CH:7][C:8]([O:9][C:10]3[C:19]4[C:14](=[CH:15][C:16]([O:22][CH2:23][CH2:24][CH2:25][N:26]5[CH2:31][CH2:30][O:29][CH2:28][CH2:27]5)=[C:17]([O:20][CH3:21])[CH:18]=4)[N:13]=[CH:12][CH:11]=3)=[C:2]([F:1])[CH:3]=2)=[O:46])[C:40]1=[O:48])[C:33]1[CH:34]=[CH:35][CH:36]=[CH:37][CH:38]=1, predict the reactants needed to synthesize it. (2) Given the product [Cl:1][C:2]1[C:3]([NH:29][C:30](=[O:38])[CH2:31][CH:32]2[CH2:37][CH2:36][CH2:35][CH2:34][CH2:33]2)=[C:4]2[C:9](=[CH:10][CH:11]=1)[N:8]=[C:7]([N:12]1[CH2:17][CH2:16][CH2:15][C@H:14]([NH:18][CH2:19][CH2:20][OH:21])[CH2:13]1)[CH:6]=[CH:5]2, predict the reactants needed to synthesize it. The reactants are: [Cl:1][C:2]1[C:3]([NH:29][C:30](=[O:38])[CH2:31][CH:32]2[CH2:37][CH2:36][CH2:35][CH2:34][CH2:33]2)=[C:4]2[C:9](=[CH:10][CH:11]=1)[N:8]=[C:7]([N:12]1[CH2:17][CH2:16][CH2:15][C@H:14]([NH:18][CH2:19][CH2:20][O:21][Si](C(C)(C)C)(C)C)[CH2:13]1)[CH:6]=[CH:5]2.Cl. (3) Given the product [N:26]([CH2:2][C@H:3]1[CH2:6][CH2:5][N:4]1[C:7]([O:9][C:10]([CH3:13])([CH3:12])[CH3:11])=[O:8])=[N+:27]=[N-:28], predict the reactants needed to synthesize it. The reactants are: O[CH2:2][C@H:3]1[CH2:6][CH2:5][N:4]1[C:7]([O:9][C:10]([CH3:13])([CH3:12])[CH3:11])=[O:8].CCN(CC)CC.CS(Cl)(=O)=O.[N-:26]=[N+:27]=[N-:28].[Na+]. (4) Given the product [S:12]([CH:13]([CH2:24][CH2:25][CH2:26][CH2:27][CH2:28][CH2:29][CH2:30][CH2:31][CH2:32][CH3:33])[CH2:14][CH2:15][CH2:16][CH2:17][CH2:18][CH2:19][CH2:20][CH2:21][CH2:22][CH3:23])[C@@H:11]1[O:34][C@@H:35]([C@@H:46]([CH2:56][OH:57])[OH:47])[C@H:36]([OH:37])[C@H:10]1[OH:9], predict the reactants needed to synthesize it. The reactants are: C([O:9][C@@H:10]1[C@@H:36]([O:37]C(=O)C2C=CC=CC=2)[C@H:35]([C@@H:46]([CH2:56][O:57]C(=O)C2C=CC=CC=2)[O:47]C(=O)C2C=CC=CC=2)[O:34][C@H:11]1[S:12][CH:13]([CH2:24][CH2:25][CH2:26][CH2:27][CH2:28][CH2:29][CH2:30][CH2:31][CH2:32][CH3:33])[CH2:14][CH2:15][CH2:16][CH2:17][CH2:18][CH2:19][CH2:20][CH2:21][CH2:22][CH3:23])(=O)C1C=CC=CC=1. (5) Given the product [C:1]([O:5][C:6]([N:8]1[CH2:13][CH2:12][CH:11]([N:14]2[C:21](=[O:22])[C:20]3[CH:19]=[C:18]([C:39]4[C:40]([O:42][CH3:43])=[N:41][C:36]([O:35][CH3:34])=[N:37][CH:38]=4)[N:17]([CH:24]([CH3:26])[CH3:25])[C:16]=3[CH:15]2[C:27]2[CH:32]=[CH:31][C:30]([Cl:33])=[CH:29][CH:28]=2)[CH2:10][CH2:9]1)=[O:7])([CH3:4])([CH3:3])[CH3:2], predict the reactants needed to synthesize it. The reactants are: [C:1]([O:5][C:6]([N:8]1[CH2:13][CH2:12][CH:11]([N:14]2[C:21](=[O:22])[C:20]3[CH:19]=[C:18](Br)[N:17]([CH:24]([CH3:26])[CH3:25])[C:16]=3[CH:15]2[C:27]2[CH:32]=[CH:31][C:30]([Cl:33])=[CH:29][CH:28]=2)[CH2:10][CH2:9]1)=[O:7])([CH3:4])([CH3:3])[CH3:2].[CH3:34][O:35][C:36]1[N:41]=[C:40]([O:42][CH3:43])[C:39](B(O)O)=[CH:38][N:37]=1.BrC1N(C(C)C)C2C(C3C=CC(Cl)=CC=3)N(C3C=C(Cl)C=CC=3C)C(=O)C=2C=1.COC1C(B2OC(C)(C)C(C)(C)O2)=CN=C(N)N=1. (6) Given the product [O:36]=[C:30]1[CH:29]([N:23]2[CH2:22][C:21]3[C:25](=[CH:26][CH:27]=[C:19]([CH2:18][NH:17][C:11](=[O:13])[CH2:10][C:7]4[CH:6]=[CH:5][C:4]([S:3][C:2]([F:1])([F:15])[F:14])=[CH:9][CH:8]=4)[CH:20]=3)[C:24]2=[O:28])[CH2:34][CH2:33][C:32](=[O:35])[NH:31]1, predict the reactants needed to synthesize it. The reactants are: [F:1][C:2]([F:15])([F:14])[S:3][C:4]1[CH:9]=[CH:8][C:7]([CH2:10][C:11]([OH:13])=O)=[CH:6][CH:5]=1.Cl.[NH2:17][CH2:18][C:19]1[CH:20]=[C:21]2[C:25](=[CH:26][CH:27]=1)[C:24](=[O:28])[N:23]([CH:29]1[CH2:34][CH2:33][C:32](=[O:35])[NH:31][C:30]1=[O:36])[CH2:22]2. (7) Given the product [CH3:3][C:4]1([C:9]2[CH:10]=[C:11]([CH:12]=[CH:13][CH:14]=2)[CH2:15][O:16][S:24]([CH3:27])(=[O:26])=[O:25])[O:5][CH2:6][CH2:7][O:8]1, predict the reactants needed to synthesize it. The reactants are: N#N.[CH3:3][C:4]1([C:9]2[CH:10]=[C:11]([CH2:15][OH:16])[CH:12]=[CH:13][CH:14]=2)[O:8][CH2:7][CH2:6][O:5]1.CCN(CC)CC.[S:24](Cl)([CH3:27])(=[O:26])=[O:25].